This data is from Forward reaction prediction with 1.9M reactions from USPTO patents (1976-2016). The task is: Predict the product of the given reaction. (1) Given the reactants C[O:2][C:3](=[O:31])[CH:4]([C:6]1[CH:11]=[CH:10][C:9](/[CH:12]=[CH:13]/[C:14](=[O:30])[NH:15][C:16]2[CH:21]=[CH:20][CH:19]=[CH:18][C:17]=2[NH:22][C:23]([O:25][C:26]([CH3:29])([CH3:28])[CH3:27])=[O:24])=[CH:8][CH:7]=1)[OH:5].[OH-].[Li+].Cl, predict the reaction product. The product is: [C:26]([O:25][C:23]([NH:22][C:17]1[CH:18]=[CH:19][CH:20]=[CH:21][C:16]=1[NH:15][C:14](/[CH:13]=[CH:12]/[C:9]1[CH:8]=[CH:7][C:6]([CH:4]([OH:5])[C:3]([OH:31])=[O:2])=[CH:11][CH:10]=1)=[O:30])=[O:24])([CH3:29])([CH3:27])[CH3:28]. (2) Given the reactants [F:1][C:2]([F:7])([F:6])[C:3]([OH:5])=[O:4].[F:8][C:9]([F:14])([F:13])[C:10]([OH:12])=[O:11].FC(F)(F)C(O)=O.[Cl:22][C:23]1[CH:24]=[N:25][C:26]2[NH:27][C:28]3[CH:29]=[N:30][CH:31]=[C:32]([CH:53]=3)[CH2:33][CH2:34][C:35]3[CH:43]=[C:39]([NH:40][C:41]=1[N:42]=2)[CH:38]=[CH:37][C:36]=3[NH:44][C:45](=[O:52])[CH2:46][C@@H:47]1[CH2:51][CH2:50][NH:49][CH2:48]1.[F:54][C:55]1[CH:60]=[CH:59][CH:58]=[CH:57][C:56]=1[N:61]=[C:62]=[O:63], predict the reaction product. The product is: [F:1][C:2]([F:7])([F:6])[C:3]([OH:5])=[O:4].[F:8][C:9]([F:14])([F:13])[C:10]([OH:12])=[O:11].[Cl:22][C:23]1[CH:24]=[N:25][C:26]2[NH:27][C:28]3[CH:29]=[N:30][CH:31]=[C:32]([CH:53]=3)[CH2:33][CH2:34][C:35]3[CH:43]=[C:39]([NH:40][C:41]=1[N:42]=2)[CH:38]=[CH:37][C:36]=3[NH:44][C:45](=[O:52])[CH2:46][C@@H:47]1[CH2:51][CH2:50][N:49]([C:62]([NH:61][C:56]2[CH:57]=[CH:58][CH:59]=[CH:60][C:55]=2[F:54])=[O:63])[CH2:48]1. (3) Given the reactants CN([P+](ON1N=NC2C=CC=CC1=2)(N(C)C)N(C)C)C.F[P-](F)(F)(F)(F)F.[NH2:28][C:29]1[N:37]=[CH:36][CH:35]=[CH:34][C:30]=1[C:31]([OH:33])=O.[CH3:38][C:39]1[CH:46]=[CH:45][CH:44]=[CH:43][C:40]=1[CH2:41][NH2:42].C(=O)(O)[O-].[Na+], predict the reaction product. The product is: [CH3:38][C:39]1[CH:46]=[CH:45][CH:44]=[CH:43][C:40]=1[CH2:41][NH:42][C:31](=[O:33])[C:30]1[CH:34]=[CH:35][CH:36]=[N:37][C:29]=1[NH2:28]. (4) Given the reactants [CH:1]([C:4]1[CH:9]=[CH:8][CH:7]=[C:6]([CH:10]([CH3:12])[CH3:11])[C:5]=1[OH:13])([CH3:3])[CH3:2].[C:14]1(=O)[O:19][C:17](=[O:18])[C:16]2=[CH:20][CH:21]=[CH:22][CH:23]=[C:15]12, predict the reaction product. The product is: [OH:13][C:5]1[C:4]([CH:1]([CH3:3])[CH3:2])=[CH:9][C:8]([C:14]2([C:8]3[CH:7]=[C:6]([CH:10]([CH3:11])[CH3:12])[C:5]([OH:13])=[C:4]([CH:1]([CH3:3])[CH3:2])[CH:9]=3)[C:15]3[C:16](=[CH:20][CH:21]=[CH:22][CH:23]=3)[C:17](=[O:18])[O:19]2)=[CH:7][C:6]=1[CH:10]([CH3:12])[CH3:11]. (5) Given the reactants [Br-].C1([P+](C2C=CC=CC=2)(C2C=CC=CC=2)[CH2:9][C:10]2[CH:15]=[CH:14][CH:13]=[CH:12][C:11]=2[C:16]([F:19])([F:18])[F:17])C=CC=CC=1.[H-].[Na+].[C:34]([O:38][C:39]([N:41]1[CH2:46][CH2:45][C:44](=O)[CH2:43][CH2:42]1)=[O:40])([CH3:37])([CH3:36])[CH3:35], predict the reaction product. The product is: [F:19][C:16]([F:17])([F:18])[C:11]1[CH:12]=[CH:13][CH:14]=[CH:15][C:10]=1[CH:9]=[C:44]1[CH2:45][CH2:46][N:41]([C:39]([O:38][C:34]([CH3:37])([CH3:36])[CH3:35])=[O:40])[CH2:42][CH2:43]1. (6) Given the reactants [CH3:1][CH:2]1[CH2:10][C:9]2[C:4](=[CH:5][CH:6]=[C:7]([C:11]([O:20][Si](CC)(CC)CC)([C:16]([F:19])([F:18])[F:17])[C:12]([F:15])([F:14])[F:13])[CH:8]=2)[N:3]1[CH2:28][CH2:29][C:30]1[CH:35]=[CH:34][CH:33]=[CH:32][CH:31]=1, predict the reaction product. The product is: [F:15][C:12]([F:13])([F:14])[C:11]([C:7]1[CH:8]=[C:9]2[C:4](=[CH:5][CH:6]=1)[N:3]([CH2:28][CH2:29][C:30]1[CH:35]=[CH:34][CH:33]=[CH:32][CH:31]=1)[C:2]([CH3:1])=[CH:10]2)([OH:20])[C:16]([F:19])([F:18])[F:17].